Dataset: Experimentally validated miRNA-target interactions with 360,000+ pairs, plus equal number of negative samples. Task: Binary Classification. Given a miRNA mature sequence and a target amino acid sequence, predict their likelihood of interaction. (1) The miRNA is hsa-miR-6794-5p with sequence CAGGGGGACUGGGGGUGAGC. The protein sequence of the target gene is MLQTLYDYFWWERLWLPVNLTWADLEDRDGRVYAKASDLYITLPLALLFLIVRYFFELYVATPLAALLNIKEKTRLRAPPNATLEHFYLTSGKQPKQVEVELLSRQSGLSGRQVERWFRRRRNQDRPSLLKKFREASWRFTFYLIAFIAGMAVIVDKPWFYDMKKVWEGYPIQSTIPSQYWYYMIELSFYWSLLFSIASDVKRKDFKEQIIHHVATIILISFSWFANYIRAGTLIMALHDSSDYLLESAKMFNYAGWKNTCNNIFIVFAIVFIITRLVILPFWILHCTLVYPLELYPAFF.... Result: 1 (interaction). (2) The miRNA is hsa-miR-4325 with sequence UUGCACUUGUCUCAGUGA. The protein sequence of the target gene is MKVLAAGVVPLLLVLHWKHGAGSPLPITPVNATCATRHPCPSNLMNQIRNQLGQLNSSANSLFILYYTAQGEPFPNNLDKLCSPNVTDFPPFHANGTEKARLVELYRIIAYLGASLGNITRDQKVLNPYAHGLHSKLSTTADVLRGLLSNVLCRLCSKYHVSHVDVTYGPDTSGKDVFQKKKLGCQLLGKYKQVIAVLAQAF. Result: 0 (no interaction).